Dataset: CYP3A4 inhibition data for predicting drug metabolism from PubChem BioAssay. Task: Regression/Classification. Given a drug SMILES string, predict its absorption, distribution, metabolism, or excretion properties. Task type varies by dataset: regression for continuous measurements (e.g., permeability, clearance, half-life) or binary classification for categorical outcomes (e.g., BBB penetration, CYP inhibition). Dataset: cyp3a4_veith. The molecule is COc1ccc(C(C(=O)NC2CCCCC2)N(C(=O)c2sc(C)nc2C)c2ccc(OC)cc2)cc1. The result is 1 (inhibitor).